Task: Regression. Given two drug SMILES strings and cell line genomic features, predict the synergy score measuring deviation from expected non-interaction effect.. Dataset: NCI-60 drug combinations with 297,098 pairs across 59 cell lines (1) Drug 1: C1CCC(C1)C(CC#N)N2C=C(C=N2)C3=C4C=CNC4=NC=N3. Drug 2: COC1=NC(=NC2=C1N=CN2C3C(C(C(O3)CO)O)O)N. Cell line: UACC-257. Synergy scores: CSS=-1.97, Synergy_ZIP=2.62, Synergy_Bliss=1.89, Synergy_Loewe=0.130, Synergy_HSA=-1.56. (2) Synergy scores: CSS=20.2, Synergy_ZIP=-7.12, Synergy_Bliss=-2.41, Synergy_Loewe=-13.0, Synergy_HSA=-1.77. Cell line: SF-295. Drug 2: C1CN(P(=O)(OC1)NCCCl)CCCl. Drug 1: C(CC(=O)O)C(=O)CN.Cl. (3) Cell line: M14. Drug 1: CC1=C(N=C(N=C1N)C(CC(=O)N)NCC(C(=O)N)N)C(=O)NC(C(C2=CN=CN2)OC3C(C(C(C(O3)CO)O)O)OC4C(C(C(C(O4)CO)O)OC(=O)N)O)C(=O)NC(C)C(C(C)C(=O)NC(C(C)O)C(=O)NCCC5=NC(=CS5)C6=NC(=CS6)C(=O)NCCC[S+](C)C)O. Drug 2: B(C(CC(C)C)NC(=O)C(CC1=CC=CC=C1)NC(=O)C2=NC=CN=C2)(O)O. Synergy scores: CSS=85.2, Synergy_ZIP=5.65, Synergy_Bliss=5.01, Synergy_Loewe=8.79, Synergy_HSA=10.7. (4) Drug 1: CCCCCOC(=O)NC1=NC(=O)N(C=C1F)C2C(C(C(O2)C)O)O. Drug 2: B(C(CC(C)C)NC(=O)C(CC1=CC=CC=C1)NC(=O)C2=NC=CN=C2)(O)O. Cell line: COLO 205. Synergy scores: CSS=43.8, Synergy_ZIP=-0.498, Synergy_Bliss=-2.43, Synergy_Loewe=-32.8, Synergy_HSA=-1.04. (5) Drug 1: C1CN1C2=NC(=NC(=N2)N3CC3)N4CC4. Drug 2: C1=C(C(=O)NC(=O)N1)N(CCCl)CCCl. Cell line: SF-295. Synergy scores: CSS=19.0, Synergy_ZIP=-2.59, Synergy_Bliss=-2.28, Synergy_Loewe=-17.8, Synergy_HSA=-1.50. (6) Drug 1: CCC1(CC2CC(C3=C(CCN(C2)C1)C4=CC=CC=C4N3)(C5=C(C=C6C(=C5)C78CCN9C7C(C=CC9)(C(C(C8N6C=O)(C(=O)OC)O)OC(=O)C)CC)OC)C(=O)OC)O.OS(=O)(=O)O. Drug 2: C1C(C(OC1N2C=NC(=NC2=O)N)CO)O. Cell line: SF-539. Synergy scores: CSS=-1.83, Synergy_ZIP=0.100, Synergy_Bliss=1.29, Synergy_Loewe=0.763, Synergy_HSA=0.610. (7) Drug 1: C1=CC(=CC=C1CC(C(=O)O)N)N(CCCl)CCCl.Cl. Drug 2: C1CN1P(=S)(N2CC2)N3CC3. Cell line: CCRF-CEM. Synergy scores: CSS=49.2, Synergy_ZIP=-1.91, Synergy_Bliss=-0.0566, Synergy_Loewe=-11.0, Synergy_HSA=0.292. (8) Drug 1: CC12CCC3C(C1CCC2=O)CC(=C)C4=CC(=O)C=CC34C. Drug 2: C1CCC(C(C1)N)N.C(=O)(C(=O)[O-])[O-].[Pt+4]. Cell line: NCI-H460. Synergy scores: CSS=8.50, Synergy_ZIP=-2.10, Synergy_Bliss=-3.37, Synergy_Loewe=-4.75, Synergy_HSA=-2.86. (9) Drug 1: C1C(C(OC1N2C=C(C(=O)NC2=O)F)CO)O. Drug 2: CC1C(C(CC(O1)OC2CC(CC3=C2C(=C4C(=C3O)C(=O)C5=C(C4=O)C(=CC=C5)OC)O)(C(=O)CO)O)N)O.Cl. Cell line: K-562. Synergy scores: CSS=34.8, Synergy_ZIP=-6.00, Synergy_Bliss=-3.90, Synergy_Loewe=-2.83, Synergy_HSA=-0.244. (10) Drug 2: N.N.Cl[Pt+2]Cl. Drug 1: C1CN1C2=NC(=NC(=N2)N3CC3)N4CC4. Synergy scores: CSS=23.6, Synergy_ZIP=-1.14, Synergy_Bliss=-2.48, Synergy_Loewe=-16.6, Synergy_HSA=-4.11. Cell line: RXF 393.